Dataset: Reaction yield outcomes from USPTO patents with 853,638 reactions. Task: Predict the reaction yield, written as a fraction of the theoretical maximum amount of product (1.0 means a 100% yield; for example, 0.34 means a 34% yield). (1) The reactants are [F:1][C:2]1[CH:7]=[C:6]([F:8])[CH:5]=[CH:4][C:3]=1[C:9]([C:11]1[CH:16]=[CH:15][C:14]([O:17][CH3:18])=[CH:13][CH:12]=1)=O.Cl.[NH2:20][OH:21].N1C=CC=CC=1. No catalyst specified. The product is [F:1][C:2]1[CH:7]=[C:6]([F:8])[CH:5]=[CH:4][C:3]=1[C:9]([C:11]1[CH:16]=[CH:15][C:14]([O:17][CH3:18])=[CH:13][CH:12]=1)=[N:20][OH:21]. The yield is 0.990. (2) The reactants are Cl.[NH:2]1[CH2:5][CH:4]([OH:6])[CH2:3]1.[C:7](O[C:7]([O:9][C:10]([CH3:13])([CH3:12])[CH3:11])=[O:8])([O:9][C:10]([CH3:13])([CH3:12])[CH3:11])=[O:8].C(=O)(O)[O-].[Na+].O. The catalyst is O1CCOCC1. The product is [OH:6][CH:4]1[CH2:5][N:2]([C:7]([O:9][C:10]([CH3:13])([CH3:12])[CH3:11])=[O:8])[CH2:3]1. The yield is 0.810. (3) The reactants are S(O)(O)(=O)=O.[NH2:6][CH2:7][C:8]#[N:9].C(N(CC)CC)C.[CH2:17]([N:19]=[C:20]=[O:21])[CH3:18].[Cl-].[NH4+]. The catalyst is O1CCCC1. The product is [C:8]([CH2:7][NH:6][C:20]([NH:19][CH2:17][CH3:18])=[O:21])#[N:9]. The yield is 0.730. (4) The reactants are [CH3:1][C:2]1[O:6][N:5]=[C:4]([C:7]2[CH:12]=[CH:11][CH:10]=[CH:9][CH:8]=2)[C:3]=1[C:13]1[O:17][C:16]([C:18]2[CH:23]=[CH:22][C:21]([N:24]3[CH2:29][CH2:28]S[CH2:26][CH2:25]3)=[CH:20][CH:19]=2)=[N:15][N:14]=1.O[O:31][S:32]([O-:34])=O.[K+].S(=O)(O)[O-].[Na+].C(=O)([O-])[O-].[Na+].[Na+]. The catalyst is CO.O. The product is [CH3:1][C:2]1[O:6][N:5]=[C:4]([C:7]2[CH:12]=[CH:11][CH:10]=[CH:9][CH:8]=2)[C:3]=1[C:13]1[O:17][C:16]([C:18]2[CH:19]=[CH:20][C:21]([N:24]3[CH2:25][CH2:26][S:32](=[O:34])(=[O:31])[CH2:28][CH2:29]3)=[CH:22][CH:23]=2)=[N:15][N:14]=1. The yield is 0.290. (5) The reactants are Br[C:2]1[CH:7]=[CH:6][C:5]([C:8]2[N:12]([CH2:13][C@@H:14]3[CH2:18][CH2:17][N:16]([C:19]([CH:21]4[CH2:23][CH2:22]4)=[O:20])[CH2:15]3)[CH:11]=[N:10][N:9]=2)=[C:4]([F:24])[CH:3]=1.[OH:25][C:26]1[CH:27]=[C:28](B(O)O)[CH:29]=[CH:30][C:31]=1[CH3:32]. The catalyst is O1CCOCC1.C([O-])([O-])=O.[K+].[K+].C1C=CC(P(C2C=CC=CC=2)[C-]2C=CC=C2)=CC=1.C1C=CC(P(C2C=CC=CC=2)[C-]2C=CC=C2)=CC=1.Cl[Pd]Cl.[Fe+2]. The product is [CH:21]1([C:19]([N:16]2[CH2:17][CH2:18][C@@H:14]([CH2:13][N:12]3[CH:11]=[N:10][N:9]=[C:8]3[C:5]3[CH:6]=[CH:7][C:2]([C:28]4[CH:29]=[CH:30][C:31]([CH3:32])=[C:26]([OH:25])[CH:27]=4)=[CH:3][C:4]=3[F:24])[CH2:15]2)=[O:20])[CH2:23][CH2:22]1. The yield is 0.420. (6) The reactants are [Br:1][C:2]1[CH:8]=[CH:7][CH:6]=[CH:5][C:3]=1[NH2:4].[CH:9]1([CH:12]=O)[CH2:11][CH2:10]1.C(O)(=O)C.C(O[BH-](OC(=O)C)OC(=O)C)(=O)C.[Na+]. The catalyst is ClCCl. The product is [Br:1][C:2]1[CH:8]=[CH:7][CH:6]=[CH:5][C:3]=1[NH:4][CH2:12][CH:9]1[CH2:11][CH2:10]1. The yield is 0.930. (7) The reactants are COC1C=CC(C(C2C=CC(OC)=C(OC)C=2)O)=CC=1[N+]([O-])=O.[CH3:24][O:25][C:26]1[CH:27]=[C:28](Br)[CH:29]=[C:30]([O:34][CH3:35])[C:31]=1[O:32][CH3:33].[Mg].[CH3:38][O:39][C:40]1[CH:41]=[CH:42][C:43]([N+:48]([O-:50])=[O:49])=[C:44]([CH:47]=1)[CH:45]=[O:46]. No catalyst specified. The product is [CH3:38][O:39][C:40]1[CH:41]=[CH:42][C:43]([N+:48]([O-:50])=[O:49])=[C:44]([CH:45]([C:28]2[CH:27]=[C:26]([O:25][CH3:24])[C:31]([O:32][CH3:33])=[C:30]([O:34][CH3:35])[CH:29]=2)[OH:46])[CH:47]=1. The yield is 0.530. (8) The reactants are [CH3:1][N:2]1[CH2:7][CH2:6][CH2:5][CH2:4][C@H:3]1[C:8]1[N:12]2[CH:13]=[C:14]([O:17][C@H:18]3[C:27]4[C:22](=[CH:23][CH:24]=[CH:25][CH:26]=4)[C@@H:21]([NH2:28])[CH2:20][CH2:19]3)[CH:15]=[CH:16][C:11]2=[N:10][N:9]=1.ClC(Cl)(Cl)C[O:32][C:33](=O)[NH:34][C:35]1[N:36]([CH2:44][CH2:45][OH:46])[N:37]=[C:38]([C:40]([CH3:43])([CH3:42])[CH3:41])[CH:39]=1.CCN(C(C)C)C(C)C. The catalyst is O1CCOCC1. The product is [C:40]([C:38]1[CH:39]=[C:35]([NH:34][C:33]([NH:28][C@@H:21]2[C:22]3[C:27](=[CH:26][CH:25]=[CH:24][CH:23]=3)[C@H:18]([O:17][C:14]3[CH:15]=[CH:16][C:11]4[N:12]([C:8]([C@@H:3]5[CH2:4][CH2:5][CH2:6][CH2:7][N:2]5[CH3:1])=[N:9][N:10]=4)[CH:13]=3)[CH2:19][CH2:20]2)=[O:32])[N:36]([CH2:44][CH2:45][OH:46])[N:37]=1)([CH3:43])([CH3:41])[CH3:42]. The yield is 0.0700. (9) The reactants are [Br:1][C:2]1[C:3]([F:12])=[C:4]2[C:10]([NH2:11])=[CH:9][NH:8][C:5]2=[N:6][CH:7]=1.[CH3:13][O:14][CH2:15][CH2:16][C:17](O)=[O:18].C(N(CC)CC)C.C1N(P(Cl)(N2C(=O)OCC2)=O)C(=O)OC1.O[Li].O. The catalyst is C(Cl)Cl.O. The product is [Br:1][C:2]1[C:3]([F:12])=[C:4]2[C:10]([NH:11][C:17](=[O:18])[CH2:16][CH2:15][O:14][CH3:13])=[CH:9][NH:8][C:5]2=[N:6][CH:7]=1. The yield is 0.420.